This data is from TCR-epitope binding with 47,182 pairs between 192 epitopes and 23,139 TCRs. The task is: Binary Classification. Given a T-cell receptor sequence (or CDR3 region) and an epitope sequence, predict whether binding occurs between them. (1) The epitope is LLWNGPMAV. The TCR CDR3 sequence is CASSAGTVSYEQYF. Result: 1 (the TCR binds to the epitope). (2) The epitope is VLWAHGFEL. The TCR CDR3 sequence is CASSWGWGNNEQFF. Result: 1 (the TCR binds to the epitope). (3) The epitope is KLPDDFTGCV. The TCR CDR3 sequence is CASSQTDRALYNEQFF. Result: 1 (the TCR binds to the epitope).